Dataset: Catalyst prediction with 721,799 reactions and 888 catalyst types from USPTO. Task: Predict which catalyst facilitates the given reaction. (1) Reactant: [BrH:1].[CH3:2][C@H:3]1[C@@H:8]([N:9]([C:11]2[N:19]=[CH:18][N:17]=[C:16]3[C:12]=2[CH:13]=[CH:14][NH:15]3)[CH3:10])[CH2:7][N:6]([C:20]([CH2:22][C:23]#[N:24])=[O:21])[CH2:5][CH2:4]1. Product: [CH3:2][C@H:3]1[C@@H:8]([N:9]([C:11]2[N:19]=[CH:18][N:17]=[C:16]3[C:12]=2[CH:13]=[CH:14][NH:15]3)[CH3:10])[CH2:7][N:6]([C:20]([CH2:22][C:23]#[N:24])=[O:21])[CH2:5][CH2:4]1.[BrH:1]. The catalyst class is: 21. (2) Reactant: [F:1][C:2]1[CH:3]=[C:4]([S:9]([NH:12][C@@H:13]([CH2:18][OH:19])[C:14]([O:16][CH3:17])=[O:15])(=[O:11])=[O:10])[CH:5]=[CH:6][C:7]=1[F:8].C([O-])([O-])=O.[K+].[K+].I[CH2:27][CH3:28]. Product: [F:1][C:2]1[CH:3]=[C:4]([S:9]([N:12]([CH2:27][CH3:28])[C@@H:13]([CH2:18][OH:19])[C:14]([O:16][CH3:17])=[O:15])(=[O:11])=[O:10])[CH:5]=[CH:6][C:7]=1[F:8]. The catalyst class is: 3. (3) Reactant: [H-].[H-].[H-].[H-].[Li+].[Al+3].[CH:7]1[C:20]2[C:19]3[C:14](=[CH:15][CH:16]=[CH:17][CH:18]=3)[C:13](=O)[NH:12][C:11]=2[CH:10]=[CH:9][CH:8]=1. Product: [CH:7]1[C:20]2[C:19]3[C:14](=[CH:15][CH:16]=[CH:17][CH:18]=3)[CH2:13][NH:12][C:11]=2[CH:10]=[CH:9][CH:8]=1. The catalyst class is: 1. (4) Reactant: [OH:1][C:2]1[C:9]([CH:10]([CH3:12])[CH3:11])=[CH:8][CH:7]=[CH:6][C:3]=1[CH:4]=[O:5].[CH2:13](Br)[C:14]1[CH:19]=[CH:18][CH:17]=[CH:16][CH:15]=1.C(=O)([O-])[O-].[K+].[K+].Cl. Product: [CH2:13]([O:1][C:2]1[C:9]([CH:10]([CH3:12])[CH3:11])=[CH:8][CH:7]=[CH:6][C:3]=1[CH:4]=[O:5])[C:14]1[CH:19]=[CH:18][CH:17]=[CH:16][CH:15]=1. The catalyst class is: 9. (5) Reactant: [C:1]([C:4]1[C:12]2[C:7](=[CH:8][CH:9]=[C:10](Br)[CH:11]=2)[N:6]([CH2:14][C:15]([O:17][C:18]([CH3:21])([CH3:20])[CH3:19])=[O:16])[CH:5]=1)(=[O:3])[CH3:2].[N:22]1[CH:27]=[C:26]([NH2:28])[CH:25]=[N:24][CH:23]=1.C(=O)([O-])[O-].[Cs+].[Cs+].C1(P(C2C=CC=CC=2)C2C3OC4C(=CC=CC=4P(C4C=CC=CC=4)C4C=CC=CC=4)C(C)(C)C=3C=CC=2)C=CC=CC=1. Product: [C:1]([C:4]1[C:12]2[C:7](=[CH:8][CH:9]=[C:10]([NH:28][C:26]3[CH:27]=[N:22][CH:23]=[N:24][CH:25]=3)[CH:11]=2)[N:6]([CH2:14][C:15]([O:17][C:18]([CH3:21])([CH3:20])[CH3:19])=[O:16])[CH:5]=1)(=[O:3])[CH3:2]. The catalyst class is: 533. (6) Reactant: [C:1]1([S:7]([Cl:10])(=[O:9])=[O:8])[CH:6]=[CH:5][CH:4]=[CH:3][CH:2]=1.[N:11]1C=CC=CC=1.[NH2:17][C:18]1[CH:19]=[C:20]([N:27]2[CH2:32][CH2:31][CH:30](NC(=O)OC(C)(C)C)[CH2:29][CH2:28]2)[C:21]2[O:25][CH:24]=[CH:23][C:22]=2[CH:26]=1. Product: [ClH:10].[NH2:11][CH:32]1[CH2:31][CH2:30][CH2:29][CH2:28][N:27]1[C:20]1[C:21]2[O:25][CH:24]=[CH:23][C:22]=2[CH:26]=[C:18]([NH:17][S:7]([C:1]2[CH:6]=[CH:5][CH:4]=[CH:3][CH:2]=2)(=[O:9])=[O:8])[CH:19]=1. The catalyst class is: 2. (7) Reactant: [NH2:1][C@@H:2]1[CH2:11][C:10]2[C:5](=[C:6]([S:13]([NH:16][C:17]3[CH:22]=[CH:21][CH:20]=[CH:19][CH:18]=3)(=[O:15])=[O:14])[CH:7]=[C:8]([Cl:12])[CH:9]=2)[O:4][CH2:3]1.Br[CH2:24][CH2:25][CH2:26][CH2:27]Br.CCN(C(C)C)C(C)C.[I-].[K+]. Product: [Cl:12][C:8]1[CH:9]=[C:10]2[C:5](=[C:6]([S:13]([NH:16][C:17]3[CH:18]=[CH:19][CH:20]=[CH:21][CH:22]=3)(=[O:14])=[O:15])[CH:7]=1)[O:4][CH2:3][C@H:2]([N:1]1[CH2:27][CH2:26][CH2:25][CH2:24]1)[CH2:11]2. The catalyst class is: 11.